Dataset: Retrosynthesis with 50K atom-mapped reactions and 10 reaction types from USPTO. Task: Predict the reactants needed to synthesize the given product. (1) Given the product O=C1c2ccccc2C(=O)N1CCCCN1CCNCC1, predict the reactants needed to synthesize it. The reactants are: CC(C)(C)OC(=O)N1CCN(CCCCN2C(=O)c3ccccc3C2=O)CC1. (2) Given the product COC(CNC(=O)N(C)c1ccc(SC(F)(F)F)cc1F)OC, predict the reactants needed to synthesize it. The reactants are: CN(C(=O)Cl)c1ccc(SC(F)(F)F)cc1F.COC(CN)OC. (3) Given the product COCOCc1ccc(Br)c(C)c1, predict the reactants needed to synthesize it. The reactants are: COCCl.Cc1cc(CO)ccc1Br. (4) The reactants are: CCC(CC)(Cc1nc2ccc(OCc3ccn(C)n3)cc2n1Cc1ccc(Br)cc1F)C(=O)O.OB(O)c1ccc(C(F)(F)F)cc1. Given the product CCC(CC)(Cc1nc2ccc(OCc3ccn(C)n3)cc2n1Cc1ccc(-c2ccc(C(F)(F)F)cc2)cc1F)C(=O)O, predict the reactants needed to synthesize it.